From a dataset of Catalyst prediction with 721,799 reactions and 888 catalyst types from USPTO. Predict which catalyst facilitates the given reaction. (1) Reactant: [C:1]([O:5][C:6](=[O:13])[NH:7][C:8]([CH3:12])([CH3:11])[CH2:9][OH:10])([CH3:4])([CH3:3])[CH3:2].CC(OI1(OC(C)=O)(OC(C)=O)OC(=O)C2C1=CC=CC=2)=O.[O-]S([O-])(=S)=O.[Na+].[Na+]. Product: [C:1]([O:5][C:6](=[O:13])[NH:7][C:8]([CH3:12])([CH3:11])[CH:9]=[O:10])([CH3:4])([CH3:2])[CH3:3]. The catalyst class is: 326. (2) Reactant: F[C:2]1[CH:7]=[CH:6][C:5]([I:8])=[CH:4][N:3]=1.[CH2:9]([N:11]1[C:15]([CH3:17])([CH3:16])[CH2:14][C:13](=[O:18])[NH:12]1)[CH3:10].C(=O)([O-])[O-].[Cs+].[Cs+]. Product: [CH2:9]([N:11]1[C:15]([CH3:17])([CH3:16])[CH2:14][C:13](=[O:18])[N:12]1[C:2]1[CH:7]=[CH:6][C:5]([I:8])=[CH:4][N:3]=1)[CH3:10]. The catalyst class is: 11. (3) Reactant: [NH4+].[Cl-].[N+:3]([C:6]1[CH:7]=[C:8]2[C:13](=[CH:14][CH:15]=1)[N:12]=[CH:11][C:10]([C:16]#[N:17])=[C:9]2[NH:18][C:19]1[CH:24]=[CH:23][C:22]([O:25][C:26]2[CH:31]=[CH:30][CH:29]=[CH:28][CH:27]=2)=[CH:21][CH:20]=1)([O-])=O. Product: [NH2:3][C:6]1[CH:7]=[C:8]2[C:13](=[CH:14][CH:15]=1)[N:12]=[CH:11][C:10]([C:16]#[N:17])=[C:9]2[NH:18][C:19]1[CH:24]=[CH:23][C:22]([O:25][C:26]2[CH:27]=[CH:28][CH:29]=[CH:30][CH:31]=2)=[CH:21][CH:20]=1. The catalyst class is: 406. (4) Product: [ClH:9].[CH3:1][C:2]1([CH3:8])[NH:6][NH:5][C:4](=[O:7])[CH2:3]1. The catalyst class is: 28. Reactant: [CH3:1][C:2]1([CH3:8])[NH:6][NH:5][C:4](=[O:7])[CH2:3]1.[ClH:9]. (5) Reactant: CCN(C(C)C)C(C)C.[C:10](OC(=O)C)(=[O:12])[CH3:11].[N:17]1([CH2:22][C:23]([NH:25][C@@H:26]([CH2:44][CH2:45][CH2:46][NH2:47])[C:27]([NH:29][C:30]2[CH:35]=[CH:34][C:33]([O:36][C:37]3[CH:42]=[CH:41][C:40]([F:43])=[CH:39][CH:38]=3)=[CH:32][CH:31]=2)=[O:28])=[O:24])[CH:21]=[N:20][CH:19]=[N:18]1. Product: [N:17]1([CH2:22][C:23]([NH:25][C@@H:26]([CH2:44][CH2:45][CH2:46][NH:47][C:10](=[O:12])[CH3:11])[C:27]([NH:29][C:30]2[CH:31]=[CH:32][C:33]([O:36][C:37]3[CH:42]=[CH:41][C:40]([F:43])=[CH:39][CH:38]=3)=[CH:34][CH:35]=2)=[O:28])=[O:24])[CH:21]=[N:20][CH:19]=[N:18]1. The catalyst class is: 1. (6) Reactant: Cl.[F:2][C:3]([F:34])([F:33])[C:4]1[CH:28]=[C:27]([C:29]([F:32])([F:31])[F:30])[CH:26]=[CH:25][C:5]=1[CH2:6][N:7]1[CH2:12][CH2:11][CH:10](/[CH:13]=[C:14]2/[C:15]([NH:20][CH2:21][C:22](O)=[O:23])=[N:16][C:17](=[O:19])[S:18]/2)[CH2:9][CH2:8]1.C(N(C(C)C)C(C)C)C.[NH2:44][CH2:45][C:46]([CH3:49])([OH:48])[CH3:47].F[P-](F)(F)(F)(F)F.N1(OC(N(C)C)=[N+](C)C)C2N=CC=CC=2N=N1. Product: [F:34][C:3]([F:2])([F:33])[C:4]1[CH:28]=[C:27]([C:29]([F:31])([F:32])[F:30])[CH:26]=[CH:25][C:5]=1[CH2:6][N:7]1[CH2:12][CH2:11][CH:10](/[CH:13]=[C:14]2/[C:15]([NH:20][CH2:21][C:22]([NH:44][CH2:45][C:46]([OH:48])([CH3:49])[CH3:47])=[O:23])=[N:16][C:17](=[O:19])[S:18]/2)[CH2:9][CH2:8]1. The catalyst class is: 18. (7) Reactant: [CH3:1][C:2]([OH:7])([CH3:6])[CH2:3][CH2:4][OH:5].[Cl:8][CH2:9][C:10](O[C:10](=[O:11])[CH2:9][Cl:8])=[O:11]. Product: [Cl:8][CH2:9][C:10]([O:5][CH2:4][CH2:3][C:2]([O:7][C:10](=[O:11])[CH2:9][Cl:8])([CH3:6])[CH3:1])=[O:11]. The catalyst class is: 244. (8) Reactant: Cl[C:2]1[N:9]=[CH:8][CH:7]=[C:6]([C:10]([F:13])([F:12])[F:11])[C:3]=1[C:4]#[N:5].[SH:14][CH2:15][C:16]([O:18]CC)=[O:17].[O-]CC.[Na+].Cl. Product: [NH2:5][C:4]1[C:3]2[C:2](=[N:9][CH:8]=[CH:7][C:6]=2[C:10]([F:13])([F:12])[F:11])[S:14][C:15]=1[C:16]([OH:18])=[O:17]. The catalyst class is: 8. (9) Reactant: FC(F)(F)C(O)=O.[CH3:8][S:9]([O:12][C:13]1[CH:18]=[CH:17][C:16]([O:19][CH2:20][CH2:21][C:22]2[CH:27]=[CH:26][C:25]([NH:28]C(OC(C)(C)C)=O)=[CH:24][CH:23]=2)=[CH:15][CH:14]=1)(=[O:11])=[O:10]. Product: [CH3:8][S:9]([O:12][C:13]1[CH:14]=[CH:15][C:16]([O:19][CH2:20][CH2:21][C:22]2[CH:23]=[CH:24][C:25]([NH2:28])=[CH:26][CH:27]=2)=[CH:17][CH:18]=1)(=[O:11])=[O:10]. The catalyst class is: 11. (10) Reactant: [CH3:1][O:2][C:3]1[S:7][C:6]2=[N:8][C:9]([C:11]3[O:12][C:13]4[C:14](=[C:16]([OH:20])[CH:17]=[CH:18][CH:19]=4)[CH:15]=3)=[CH:10][N:5]2[N:4]=1.C1(P(C2C=CC=CC=2)C2C=CC=CC=2)C=CC=CC=1.[CH2:40]([O:47][C:48]1[CH:49]=[C:50]([CH:53]=[CH:54][CH:55]=1)[CH2:51]O)[C:41]1[CH:46]=[CH:45][CH:44]=[CH:43][CH:42]=1.N(C(OC(C)C)=O)=NC(OC(C)C)=O. Product: [CH2:40]([O:47][C:48]1[CH:49]=[C:50]([CH:53]=[CH:54][CH:55]=1)[CH2:51][O:20][C:16]1[C:14]2[CH:15]=[C:11]([C:9]3[N:8]=[C:6]4[N:5]([CH:10]=3)[N:4]=[C:3]([O:2][CH3:1])[S:7]4)[O:12][C:13]=2[CH:19]=[CH:18][CH:17]=1)[C:41]1[CH:42]=[CH:43][CH:44]=[CH:45][CH:46]=1. The catalyst class is: 7.